Dataset: Full USPTO retrosynthesis dataset with 1.9M reactions from patents (1976-2016). Task: Predict the reactants needed to synthesize the given product. (1) Given the product [CH:1]([O:4][C:5]([N:7]1[C:20]2[C:12](=[CH:13][C:14]3[CH2:15][CH2:16][CH2:17][C:18]=3[CH:19]=2)[CH:11]([N:21]([CH2:27][C:28]2[CH:29]=[C:30]([C:38]([F:39])([F:40])[F:41])[CH:31]=[C:32]([C:34]([F:35])([F:36])[F:37])[CH:33]=2)[C:22]2[N:23]=[N:24][N:25]([CH3:44])[N:26]=2)[CH2:10][CH2:9][CH2:8]1)=[O:6])([CH3:3])[CH3:2], predict the reactants needed to synthesize it. The reactants are: [CH:1]([O:4][C:5]([N:7]1[C:20]2[C:12](=[CH:13][C:14]3[CH2:15][CH2:16][CH2:17][C:18]=3[CH:19]=2)[CH:11]([N:21]([CH2:27][C:28]2[CH:33]=[C:32]([C:34]([F:37])([F:36])[F:35])[CH:31]=[C:30]([C:38]([F:41])([F:40])[F:39])[CH:29]=2)[C:22]2[N:23]=[N:24][NH:25][N:26]=2)[CH2:10][CH2:9][CH2:8]1)=[O:6])([CH3:3])[CH3:2].CO.[C:44]1(P(C2C=CC=CC=2)C2C=CC=CC=2)C=CC=CC=1.N(C(OCC)=O)=NC(OCC)=O. (2) The reactants are: [CH2:1]([O:8][C:9]([N:11]1[CH2:16][CH2:15][C:14]([CH2:18][C:19]2[CH:24]=[CH:23][CH:22]=[CH:21][CH:20]=2)(O)[CH2:13][CH2:12]1)=[O:10])[C:2]1[CH:7]=[CH:6][CH:5]=[CH:4][CH:3]=1.N1C=CC=CC=1.O=S(Cl)Cl.Cl. Given the product [CH2:1]([O:8][C:9]([N:11]1[CH2:12][CH:13]=[C:14]([CH2:18][C:19]2[CH:24]=[CH:23][CH:22]=[CH:21][CH:20]=2)[CH2:15][CH2:16]1)=[O:10])[C:2]1[CH:3]=[CH:4][CH:5]=[CH:6][CH:7]=1, predict the reactants needed to synthesize it. (3) The reactants are: [H-].[Na+].[OH:3][N:4]=[C:5]([C:10]1[CH:15]=[CH:14][CH:13]=[CH:12][CH:11]=1)[C:6]([NH:8][CH3:9])=[O:7].[CH2:16]([O:20][C:21](=[O:31])[NH:22][C:23]1[CH:28]=[CH:27][CH:26]=[C:25]([CH2:29]Cl)[N:24]=1)[CH2:17][C:18]#[CH:19].O. Given the product [CH3:9][NH:8][C:6](=[O:7])[C:5](=[N:4][O:3][CH2:29][C:25]1[N:24]=[C:23]([NH:22][C:21](=[O:31])[O:20][CH2:16][CH2:17][C:18]#[CH:19])[CH:28]=[CH:27][CH:26]=1)[C:10]1[CH:15]=[CH:14][CH:13]=[CH:12][CH:11]=1, predict the reactants needed to synthesize it.